Dataset: Full USPTO retrosynthesis dataset with 1.9M reactions from patents (1976-2016). Task: Predict the reactants needed to synthesize the given product. Given the product [ClH:1].[Cl:1][C:2]1[CH:20]=[CH:19][C:5]2[O:6][C:7]3[CH:18]=[CH:17][CH:16]=[CH:15][C:8]=3[C@H:9]3[CH2:13][NH:12][CH2:11][C@@H:10]3[C:4]=2[CH:3]=1, predict the reactants needed to synthesize it. The reactants are: [Cl:1][C:2]1[CH:20]=[CH:19][C:5]2[O:6][C:7]3[CH:18]=[CH:17][CH:16]=[CH:15][C:8]=3[C@H:9]3[CH2:13][NH:12][C:11](=O)[C@@H:10]3[C:4]=2[CH:3]=1.FC(F)(F)S(OS(C(F)(F)F)(=O)=O)(=O)=O.[BH4-].[Na+].Cl.C(=O)([O-])[O-].[Na+].[Na+].